Dataset: Full USPTO retrosynthesis dataset with 1.9M reactions from patents (1976-2016). Task: Predict the reactants needed to synthesize the given product. (1) Given the product [NH2:24][C:25]1[N:30]=[C:29]([S:31]([NH:34][C:8](=[O:10])[C:7]2[CH:6]=[CH:5][C:4]([Cl:11])=[N:3][C:2]=2[Cl:1])(=[O:33])=[O:32])[CH:28]=[CH:27][CH:26]=1, predict the reactants needed to synthesize it. The reactants are: [Cl:1][C:2]1[C:7]([C:8]([OH:10])=O)=[CH:6][CH:5]=[C:4]([Cl:11])[N:3]=1.C1N=CN(C(N2C=NC=C2)=O)C=1.[NH2:24][C:25]1[N:30]=[C:29]([S:31]([NH2:34])(=[O:33])=[O:32])[CH:28]=[CH:27][CH:26]=1.[H-].[Na+]. (2) The reactants are: [F:1][C:2]1[CH:10]=[CH:9][CH:8]=[C:7]2[C:3]=1[CH:4]=[C:5]([C:11]1[N:16]=[C:15]([C:17]3[C:18]([N:37]([CH3:42])[S:38]([CH3:41])(=[O:40])=[O:39])=[CH:19][C:20]4[O:24][C:23]([C:25]5[CH:30]=[CH:29][C:28]([F:31])=[CH:27][CH:26]=5)=[C:22]([C:32]([NH:34][CH3:35])=[O:33])[C:21]=4[CH:36]=3)[CH:14]=[N:13][C:12]=1[CH:43]=[CH2:44])[NH:6]2.C([O-])([O-])=O.[Cs+].[Cs+]. Given the product [F:1][C:2]1[C:3]2[CH:4]=[C:5]3[C:11]4[N:16]=[C:15]([C:17]5[C:18]([N:37]([CH3:42])[S:38]([CH3:41])(=[O:40])=[O:39])=[CH:19][C:20]6[O:24][C:23]([C:25]7[CH:30]=[CH:29][C:28]([F:31])=[CH:27][CH:26]=7)=[C:22]([C:32]([NH:34][CH3:35])=[O:33])[C:21]=6[CH:36]=5)[CH:14]=[N:13][C:12]=4[CH2:43][CH2:44][N:6]3[C:7]=2[CH:8]=[CH:9][CH:10]=1, predict the reactants needed to synthesize it.